This data is from Full USPTO retrosynthesis dataset with 1.9M reactions from patents (1976-2016). The task is: Predict the reactants needed to synthesize the given product. Given the product [OH:1][C:2]1[N:7]([CH2:32][C:31]2[CH:34]=[CH:35][C:28]([C:27]([F:37])([F:36])[F:26])=[CH:29][CH:30]=2)[C:6](=[O:8])[N:5]([CH2:9][C:10]2[CH:15]=[CH:14][CH:13]=[CH:12][CH:11]=2)[C:4](=[O:16])[C:3]=1[C:17]([NH:19][CH2:20][C:21]([OH:23])=[O:22])=[O:18], predict the reactants needed to synthesize it. The reactants are: [OH:1][C:2]1[NH:7][C:6](=[O:8])[N:5]([CH2:9][C:10]2[CH:15]=[CH:14][CH:13]=[CH:12][CH:11]=2)[C:4](=[O:16])[C:3]=1[C:17]([NH:19][CH2:20][C:21]([O:23]CC)=[O:22])=[O:18].[F:26][C:27]([F:37])([F:36])[C:28]1[CH:35]=[CH:34][C:31]([CH2:32]Br)=[CH:30][CH:29]=1.C(=O)([O-])[O-].[Na+].[Na+].Cl.